Binary Classification. Given a drug SMILES string, predict its activity (active/inactive) in a high-throughput screening assay against a specified biological target. From a dataset of Serine/threonine kinase 33 screen with 319,792 compounds. (1) The drug is Fc1ccc(N2CCN(CC2)C(=O)Cn2[nH]cc3c(nc4c3cccc4)c2=O)cc1. The result is 0 (inactive). (2) The drug is O1c2c(NC(=O)C1)cc(cc2)C(=O)Nc1cc(OC)c(OC)cc1. The result is 0 (inactive). (3) The drug is o1c(CNC(=O)COC(=O)/C=C\c2c(OC)cc(OC)cc2)ccc1. The result is 0 (inactive). (4) The molecule is S(CC(=O)N1CCCCC1)c1oc(nn1)CNC(=O)c1cc(OC)c(OC)c(OC)c1. The result is 0 (inactive). (5) The compound is Clc1c(C2N(CCC(O)=O)C(=O)C(O)=C2C(=O)C)cccc1. The result is 0 (inactive). (6) The compound is s1c(C(=O)Nc2c(c([N+]([O-])=O)ccc2)C)ccc1. The result is 0 (inactive). (7) The molecule is Fc1c(C(=O)Nc2ccncc2)c(F)ccc1. The result is 0 (inactive). (8) The compound is O(C1=C/C(=C\NNc2[nH]c3c(n2)cccc3)C=CC1=O)C. The result is 0 (inactive). (9) The drug is Clc1ccc(C2(NC(=O)N(C2=O)CC(=O)Nc2ccc(cc2)C)C)cc1. The result is 0 (inactive).